Dataset: Full USPTO retrosynthesis dataset with 1.9M reactions from patents (1976-2016). Task: Predict the reactants needed to synthesize the given product. Given the product [Br:9][C:10]1[CH:19]=[C:18]2[C:13]([C:14]([NH:23][CH2:24][CH:25]([CH3:27])[CH3:26])=[C:15]([NH2:20])[CH:16]=[N:17]2)=[CH:12][CH:11]=1, predict the reactants needed to synthesize it. The reactants are: [O-]S(S([O-])=O)=O.[Na+].[Na+].[Br:9][C:10]1[CH:19]=[C:18]2[C:13]([C:14]([NH:23][CH2:24][CH:25]([CH3:27])[CH3:26])=[C:15]([N+:20]([O-])=O)[CH:16]=[N:17]2)=[CH:12][CH:11]=1.